Dataset: Peptide-MHC class I binding affinity with 185,985 pairs from IEDB/IMGT. Task: Regression. Given a peptide amino acid sequence and an MHC pseudo amino acid sequence, predict their binding affinity value. This is MHC class I binding data. (1) The peptide sequence is RWRVYLRRK. The MHC is HLA-A31:01 with pseudo-sequence HLA-A31:01. The binding affinity (normalized) is 0.637. (2) The peptide sequence is YEEAGRGSM. The MHC is HLA-A23:01 with pseudo-sequence HLA-A23:01. The binding affinity (normalized) is 0.213. (3) The peptide sequence is LLMHLVSLY. The MHC is HLA-A68:01 with pseudo-sequence HLA-A68:01. The binding affinity (normalized) is 0.788. (4) The peptide sequence is NHHPRARSM. The MHC is HLA-A02:06 with pseudo-sequence HLA-A02:06. The binding affinity (normalized) is 0.292.